The task is: Predict the product of the given reaction.. This data is from Forward reaction prediction with 1.9M reactions from USPTO patents (1976-2016). (1) Given the reactants Cl.Cl.[CH3:3][C:4]1[N:8]=[C:7]([N:9]2[CH2:14][CH2:13][CH:12]([NH2:15])[CH2:11]C2)[S:6][N:5]=1.[CH2:16]([C:23]1[CH:28]=[C:27]([CH3:29])[N:26]=[C:25](Cl)[N:24]=1)[C:17]1[CH:22]=[CH:21][CH:20]=[CH:19][CH:18]=1.C(N(CC)C(C)C)(C)C, predict the reaction product. The product is: [CH2:16]([C:23]1[CH:28]=[C:27]([CH3:29])[N:26]=[C:25]([NH:15][C@@H:12]2[CH2:13][CH2:14][N:9]([C:7]3[S:6][N:5]=[C:4]([CH3:3])[N:8]=3)[CH2:11]2)[N:24]=1)[C:17]1[CH:18]=[CH:19][CH:20]=[CH:21][CH:22]=1. (2) Given the reactants [I:1]Cl.[Cl:3][C:4]1[CH:5]=[CH:6][C:7]2[N:8]([CH:10]=[C:11]([C:13]3[S:14][CH:15]=[CH:16][CH:17]=3)[N:12]=2)[N:9]=1.C(=O)(O)[O-].[K+].S([O-])([O-])(=O)=S.[Na+].[Na+], predict the reaction product. The product is: [Cl:3][C:4]1[CH:5]=[CH:6][C:7]2[N:8]([C:10]([I:1])=[C:11]([C:13]3[S:14][CH:15]=[CH:16][CH:17]=3)[N:12]=2)[N:9]=1. (3) Given the reactants [NH2:1][C:2]1[N:7]=[C:6]([NH:8][C:9]2[C:10](=[O:17])[N:11]([CH3:16])[CH:12]=[C:13](Br)[CH:14]=2)[CH:5]=[CH:4][CH:3]=1.[C:18]([O:21][CH2:22][C:23]1[C:24]([N:32]2[CH2:43][CH2:42][N:41]3[C:34](=[CH:35][C:36]4[CH2:37][C:38]([CH3:45])([CH3:44])[CH2:39][C:40]=43)[C:33]2=[O:46])=[N:25][CH:26]=[CH:27][C:28]=1B(O)O)(=[O:20])[CH3:19].C([O-])(=O)C.[K+].[O-]P([O-])([O-])=O.[K+].[K+].[K+], predict the reaction product. The product is: [C:18]([O:21][CH2:22][C:23]1[C:24]([N:32]2[CH2:43][CH2:42][N:41]3[C:34](=[CH:35][C:36]4[CH2:37][C:38]([CH3:45])([CH3:44])[CH2:39][C:40]=43)[C:33]2=[O:46])=[N:25][CH:26]=[CH:27][C:28]=1[C:13]1[CH:14]=[C:9]([NH:8][C:6]2[CH:5]=[CH:4][CH:3]=[C:2]([NH2:1])[N:7]=2)[C:10](=[O:17])[N:11]([CH3:16])[CH:12]=1)(=[O:20])[CH3:19]. (4) Given the reactants [CH:1]1([CH2:4][O:5][C:6]2[CH:7]=[CH:8][C:9]3[C:13]([CH:14]=2)=[N:12][N:11]([C@H:15]2[CH2:20][CH2:19][C@H:18]([CH2:21][CH2:22][CH:23]([OH:25])[CH3:24])[CH2:17][CH2:16]2)[CH:10]=3)[CH2:3][CH2:2]1.[CH2:26](N(CC)CC)C.[S:33](Cl)(Cl)(=[O:35])=[O:34].Cl, predict the reaction product. The product is: [CH3:26][S:33]([O:25][CH:23]([CH3:24])[CH2:22][CH2:21][C@H:18]1[CH2:19][CH2:20][C@H:15]([N:11]2[CH:10]=[C:9]3[C:13]([CH:14]=[C:6]([O:5][CH2:4][CH:1]4[CH2:3][CH2:2]4)[CH:7]=[CH:8]3)=[N:12]2)[CH2:16][CH2:17]1)(=[O:35])=[O:34].